Dataset: Full USPTO retrosynthesis dataset with 1.9M reactions from patents (1976-2016). Task: Predict the reactants needed to synthesize the given product. (1) Given the product [CH:9]1[CH:8]=[C:7]([CH2:6][C:4]2[NH:3][CH:2]=[CH:1][CH:5]=2)[NH:11][CH:10]=1, predict the reactants needed to synthesize it. The reactants are: [CH:1]1[CH:5]=[C:4]([CH2:6][C:7]2[NH:11][C:10](C=O)=[CH:9][CH:8]=2)[NH:3][CH:2]=1.C12C=C3N=C(C=C3)C=C3NC(C=C3)=CC3=NC(C=C3)=CC(N1)=CC=2. (2) Given the product [F:23][C:20]([F:21])([F:22])[S:17]([O:16][C:14]1[C:13]2[C:8](=[CH:9][CH:10]=[CH:11][CH:12]=2)[N:7]=[C:6]([CH:4]=[O:3])[CH:15]=1)(=[O:18])=[O:19], predict the reactants needed to synthesize it. The reactants are: C([O:3][C:4]([C:6]1[CH:15]=[C:14]([O:16][S:17]([C:20]([F:23])([F:22])[F:21])(=[O:19])=[O:18])[C:13]2[C:8](=[CH:9][CH:10]=[CH:11][CH:12]=2)[N:7]=1)=O)C.[H-].CO.O. (3) Given the product [Cl:1][C:5]1[C:6](=[O:20])[N:7]([CH2:11][C:12]2[CH:17]=[CH:16][C:15]([O:18][CH3:19])=[CH:14][CH:13]=2)[C:8]([CH3:10])=[CH:9][C:4]=1[OH:3], predict the reactants needed to synthesize it. The reactants are: [Cl-:1].[Li+].[OH:3][C:4]1[CH:9]=[C:8]([CH3:10])[N:7]([CH2:11][C:12]2[CH:17]=[CH:16][C:15]([O:18][CH3:19])=[CH:14][CH:13]=2)[C:6](=[O:20])[C:5]=1I. (4) The reactants are: [N+:1]([C:4]1[CH:5]=[C:6]([NH:10][C:11]2[N:18]=[CH:17][CH:16]=[CH:15][C:12]=2[CH:13]=O)[CH:7]=[CH:8][CH:9]=1)([O-:3])=[O:2].[N:19]1[CH:24]=[CH:23][C:22]([CH2:25][CH2:26][C:27](OCC)=[O:28])=[CH:21][CH:20]=1.[Li+].CC([N-]C(C)C)C. Given the product [N+:1]([C:4]1[CH:5]=[C:6]([N:10]2[C:11]3[C:12](=[CH:15][CH:16]=[CH:17][N:18]=3)[CH:13]=[C:26]([CH2:25][C:22]3[CH:23]=[CH:24][N:19]=[CH:20][CH:21]=3)[C:27]2=[O:28])[CH:7]=[CH:8][CH:9]=1)([O-:3])=[O:2], predict the reactants needed to synthesize it. (5) Given the product [Br:12][CH2:11][C:9]1[CH:8]=[CH:7][C:3]([C:4]([OH:6])=[O:5])=[C:2]([F:1])[CH:10]=1, predict the reactants needed to synthesize it. The reactants are: [F:1][C:2]1[CH:10]=[C:9]([CH3:11])[CH:8]=[CH:7][C:3]=1[C:4]([OH:6])=[O:5].[Br:12]N1C(=O)CCC1=O.CCCCCC.